Dataset: Reaction yield outcomes from USPTO patents with 853,638 reactions. Task: Predict the reaction yield, written as a fraction of the theoretical maximum amount of product (1.0 means a 100% yield; for example, 0.34 means a 34% yield). The reactants are [CH3:1][C:2]1[CH:7]=[C:6]([CH3:8])[N:5]=[C:4]2[S:9][NH:10][C:11](=[O:12])[C:3]=12.Cl[CH2:14][C:15]([N:17]1[CH2:22][CH2:21][O:20][CH2:19][CH2:18]1)=[O:16].CCN(CC)CC. The catalyst is C(Cl)Cl. The product is [CH3:1][C:2]1[CH:7]=[C:6]([CH3:8])[N:5]=[C:4]2[S:9][N:10]=[C:11]([O:12][CH2:14][C:15]([N:17]3[CH2:22][CH2:21][O:20][CH2:19][CH2:18]3)=[O:16])[C:3]=12. The yield is 0.0900.